This data is from Forward reaction prediction with 1.9M reactions from USPTO patents (1976-2016). The task is: Predict the product of the given reaction. (1) Given the reactants I(C1C=CC=CC=1C(O)=O)(=O)=O.C(C1C=CC(C([C:23]2[CH:28]=[CH:27][N:26]=[CH:25][C:24]=2[O:29][CH2:30][O:31][CH2:32][CH2:33][Si:34]([CH3:37])([CH3:36])[CH3:35])O)=CC=1)C.O, predict the reaction product. The product is: [CH3:35][Si:34]([CH3:37])([CH3:36])[CH2:33][CH2:32][O:31][CH2:30][O:29][C:24]1[CH:25]=[N:26][CH:27]=[CH:28][CH:23]=1. (2) The product is: [Cl:14][C:10]1[CH:9]=[C:8]([C:6]2[N:5]=[C:4]([CH2:15][CH3:16])[N:3]=[C:2]([NH:17][C:18]3[CH:25]=[CH:24][C:21]([CH2:22][OH:23])=[CH:20][CH:19]=3)[N:7]=2)[CH:13]=[CH:12][CH:11]=1. Given the reactants Cl[C:2]1[N:7]=[C:6]([C:8]2[CH:13]=[CH:12][CH:11]=[C:10]([Cl:14])[CH:9]=2)[N:5]=[C:4]([CH2:15][CH3:16])[N:3]=1.[NH2:17][C:18]1[CH:25]=[CH:24][C:21]([CH2:22][OH:23])=[CH:20][CH:19]=1, predict the reaction product.